This data is from Peptide-MHC class II binding affinity with 134,281 pairs from IEDB. The task is: Regression. Given a peptide amino acid sequence and an MHC pseudo amino acid sequence, predict their binding affinity value. This is MHC class II binding data. The peptide sequence is EKKYFAATQFEPNAA. The MHC is HLA-DPA10201-DPB10101 with pseudo-sequence HLA-DPA10201-DPB10101. The binding affinity (normalized) is 0.931.